This data is from Reaction yield outcomes from USPTO patents with 853,638 reactions. The task is: Predict the reaction yield, written as a fraction of the theoretical maximum amount of product (1.0 means a 100% yield; for example, 0.34 means a 34% yield). (1) The reactants are [NH2:1][C:2]1[C:3]2[C:10]([C:11]3[CH:16]=[CH:15][CH:14]=[CH:13][CH:12]=3)=[C:9]([Br:17])[O:8][C:4]=2[N:5]=[CH:6][N:7]=1.C1(C)C(S(O[CH2:28][C@@H:29]2[CH2:33][CH2:32][CH2:31][O:30]2)(=O)=O)=CC=CC=1.[OH-].[Na+]. The catalyst is CN(C)C=O. The product is [O:30]1[CH2:31][CH2:32][CH2:33][C@H:29]1[CH2:28][NH:1][C:2]1[C:3]2[C:10]([C:11]3[CH:16]=[CH:15][CH:14]=[CH:13][CH:12]=3)=[C:9]([Br:17])[O:8][C:4]=2[N:5]=[CH:6][N:7]=1. The yield is 0.380. (2) The reactants are C(N1CCN(C2C=CC([NH:20][C:21]3[C:26]([F:27])=[CH:25][N:24]=[C:23](Cl)[N:22]=3)=CC=2)CC1)C1C=CC=CC=1.[CH2:29]1[CH2:39][O:38][C:37]2[CH:36]=[CH:35][C:33]([NH2:34])=[CH:32][C:31]=2[O:30]1. No catalyst specified. The product is [CH2:29]1[CH2:39][O:38][C:37]2[CH:36]=[CH:35][C:33]([NH:34][C:23]3[N:22]=[C:21]([NH2:20])[C:26]([F:27])=[CH:25][N:24]=3)=[CH:32][C:31]=2[O:30]1. The yield is 0.630. (3) The reactants are [NH:1]1C=NC=N1.P(Cl)(Cl)(Cl)=O.[N:11]1([C:19]([CH2:21][C@H:22]([CH2:35][OH:36])[O:23][CH2:24][P:25]([O:31][CH:32]([CH3:34])[CH3:33])([O:27][CH:28]([CH3:30])[CH3:29])=[O:26])=[O:20])[CH:18]=[CH:17][C:15](=O)[NH:14][C:12]1=[O:13]. The catalyst is N1C=CC=CC=1. The product is [N:11]1([C:19]([CH2:21][C@H:22]([CH2:35][OH:36])[O:23][CH2:24][P:25]([O:31][CH:32]([CH3:34])[CH3:33])([O:27][CH:28]([CH3:30])[CH3:29])=[O:26])=[O:20])[CH:18]=[CH:17][C:15]([NH2:1])=[N:14][C:12]1=[O:13]. The yield is 0.730. (4) The reactants are [CH3:1][NH:2][C:3]1[CH:4]=[C:5]2[CH:11]=[CH:10][NH:9][C:6]2=[N:7][CH:8]=1.[CH3:12][O:13][C:14]([C:16]1[C:17]([CH:26]([CH3:28])[CH3:27])=[C:18]2[N:23]([CH:24]=1)[N:22]=[CH:21][N:20]=[C:19]2Cl)=[O:15].Cl. No catalyst specified. The product is [CH3:12][O:13][C:14]([C:16]1[C:17]([CH:26]([CH3:28])[CH3:27])=[C:18]2[N:23]([CH:24]=1)[N:22]=[CH:21][N:20]=[C:19]2[N:2]([CH3:1])[C:3]1[CH:4]=[C:5]2[CH:11]=[CH:10][NH:9][C:6]2=[N:7][CH:8]=1)=[O:15]. The yield is 0.250.